Dataset: Full USPTO retrosynthesis dataset with 1.9M reactions from patents (1976-2016). Task: Predict the reactants needed to synthesize the given product. Given the product [O:17]([C:14]1[CH:13]=[CH:12][C:11]([C:10]2[C:3]3[C:2]([NH2:1])=[N:7][CH:6]=[N:5][C:4]=3[N:8]([CH:24]3[CH2:29][CH2:28][NH:27][CH2:26][CH2:25]3)[CH:9]=2)=[CH:16][CH:15]=1)[C:18]1[CH:23]=[CH:22][CH:21]=[CH:20][CH:19]=1, predict the reactants needed to synthesize it. The reactants are: [NH2:1][C:2]1[C:3]2[C:10]([C:11]3[CH:16]=[CH:15][C:14]([O:17][C:18]4[CH:23]=[CH:22][CH:21]=[CH:20][CH:19]=4)=[CH:13][CH:12]=3)=[CH:9][N:8]([CH:24]3[CH2:29][CH2:28][N:27](C(OC(C)(C)C)=O)[CH2:26][CH2:25]3)[C:4]=2[N:5]=[CH:6][N:7]=1.C(O)(C(F)(F)F)=O.